Dataset: Reaction yield outcomes from USPTO patents with 853,638 reactions. Task: Predict the reaction yield, written as a fraction of the theoretical maximum amount of product (1.0 means a 100% yield; for example, 0.34 means a 34% yield). (1) The product is [OH:15][CH2:14][CH2:13][CH2:12][O:1][C:2]1[CH:3]=[CH:4][C:5]([C:8]([NH:10][CH3:11])=[O:9])=[N:6][CH:7]=1. No catalyst specified. The reactants are [OH:1][C:2]1[CH:3]=[CH:4][C:5]([C:8]([NH:10][CH3:11])=[O:9])=[N:6][CH:7]=1.[CH2:12](O)[CH2:13][CH2:14][OH:15].C1(P(C2C=CC=CC=2)C2C=CC=CC=2)C=CC=CC=1.CN(C)C=O.N(C(OC(C)C)=O)=NC(OC(C)C)=O. The yield is 0.800. (2) The reactants are Cl[C:2]1[N:7]=[C:6]([NH:8][C:9]2[CH:13]=[C:12]([CH:14]3[CH2:16][CH2:15]3)[NH:11][N:10]=2)[C:5]([Cl:17])=[CH:4][N:3]=1.[F:18][C:19]1[CH:20]=[CH:21][C:22]([CH:25]([NH2:27])[CH3:26])=[N:23][CH:24]=1.CCN(C(C)C)C(C)C. The catalyst is CCCCO. The product is [Cl:17][C:5]1[C:6]([NH:8][C:9]2[CH:13]=[C:12]([CH:14]3[CH2:16][CH2:15]3)[NH:11][N:10]=2)=[N:7][C:2]([NH:27][CH:25]([C:22]2[CH:21]=[CH:20][C:19]([F:18])=[CH:24][N:23]=2)[CH3:26])=[N:3][CH:4]=1. The yield is 0.360. (3) The reactants are C([O:3][C:4](=[O:36])[C:5]1[CH:10]=[CH:9][CH:8]=[C:7]([NH:11][C:12]([NH:14][C:15]2[CH:20]=[CH:19][C:18]([CH2:21][O:22][C:23]3[CH:28]=[CH:27][C:26]([C:29](=[O:31])[CH3:30])=[C:25]([OH:32])[C:24]=3[CH2:33][CH2:34][CH3:35])=[CH:17][CH:16]=2)=[O:13])[CH:6]=1)C.O1CCCC1.[OH-].[Na+].Cl. The catalyst is O.CO. The product is [C:29]([C:26]1[CH:27]=[CH:28][C:23]([O:22][CH2:21][C:18]2[CH:19]=[CH:20][C:15]([NH:14][C:12](=[O:13])[NH:11][C:7]3[CH:6]=[C:5]([CH:10]=[CH:9][CH:8]=3)[C:4]([OH:36])=[O:3])=[CH:16][CH:17]=2)=[C:24]([CH2:33][CH2:34][CH3:35])[C:25]=1[OH:32])(=[O:31])[CH3:30]. The yield is 0.120. (4) The product is [OH:4][CH2:5][CH:6]=[C:7]([CH3:16])[CH2:8][CH2:9][CH:10]=[C:11]([CH3:15])[C:12]([OH:14])=[O:13]. The reactants are C([O:4][CH2:5][CH:6]=[C:7]([CH3:16])[CH2:8][CH2:9][CH:10]=[C:11]([CH3:15])[C:12]([OH:14])=[O:13])(=O)C.C(=O)([O-])[O-].[K+].[K+].C(Cl)Cl.Cl. The yield is 0.590. The catalyst is CO.O. (5) The reactants are O=P(Cl)(Cl)Cl.[N+:6]([C:9]1[CH:14]=[CH:13][CH:12]=[CH:11][C:10]=1[C:15]1[N:16]=[C:17]2[CH:22]=[CH:21][CH:20]=[CH:19][N:18]2[CH:23]=1)([O-:8])=[O:7].[OH-].[Na+].CN([CH:29]=[O:30])C. No catalyst specified. The product is [N+:6]([C:9]1[CH:14]=[CH:13][CH:12]=[CH:11][C:10]=1[C:15]1[N:16]=[C:17]2[CH:22]=[CH:21][CH:20]=[CH:19][N:18]2[C:23]=1[CH:29]=[O:30])([O-:8])=[O:7]. The yield is 0.920. (6) The reactants are [Br:1][C:2]1[CH:7]=[C:6]([N+:8]([O-])=O)[C:5]([NH2:11])=[C:4]([N+:12]([O-:14])=[O:13])[CH:3]=1. The catalyst is CCO. The product is [Br:1][C:2]1[CH:7]=[C:6]([NH2:8])[C:5]([NH2:11])=[C:4]([N+:12]([O-:14])=[O:13])[CH:3]=1. The yield is 0.500. (7) The reactants are [Cl:1][C:2]1[N:7]2[N:8]=[C:9]([C:11]3[CH:16]=[CH:15][CH:14]=[C:13]([Cl:17])[CH:12]=3)[CH:10]=[C:6]2[N:5]=[C:4]([CH3:18])[C:3]=1[C:19](=[O:24])[C:20]([O:22][CH3:23])=[O:21].CB1N2CCC[C@@H]2C(C2C=CC=CC=2)(C2C=CC=CC=2)O1.C1(C)C=CC=CC=1.C(#N)C.C(=O)=O.C([O-])([O-])=O.[Na+].[Na+]. The catalyst is C1(C)C=CC=CC=1. The product is [Cl:1][C:2]1[N:7]2[N:8]=[C:9]([C:11]3[CH:16]=[CH:15][CH:14]=[C:13]([Cl:17])[CH:12]=3)[CH:10]=[C:6]2[N:5]=[C:4]([CH3:18])[C:3]=1[C@H:19]([OH:24])[C:20]([O:22][CH3:23])=[O:21]. The yield is 0.830.